From a dataset of Catalyst prediction with 721,799 reactions and 888 catalyst types from USPTO. Predict which catalyst facilitates the given reaction. (1) Reactant: Cl.C(OC(=O)[NH:8][CH2:9][C:10]([NH:12][C@H:13]1[CH2:18][CH2:17][C@H:16]([NH:19][C:20]([C:22]2[CH:23]=[N:24][C:25]([C:28]3[CH:33]=[CH:32][CH:31]=[C:30]([F:34])[CH:29]=3)=[CH:26][CH:27]=2)=[O:21])[CH2:15][CH2:14]1)=[O:11])(C)(C)C. Product: [F:34][C:30]1[CH:29]=[C:28]([C:25]2[CH:26]=[CH:27][C:22]([C:20]([NH:19][C@H:16]3[CH2:15][CH2:14][C@H:13]([NH:12][C:10](=[O:11])[CH2:9][NH2:8])[CH2:18][CH2:17]3)=[O:21])=[CH:23][N:24]=2)[CH:33]=[CH:32][CH:31]=1. The catalyst class is: 346. (2) Reactant: ClC1C=CC=C(C(OO)=[O:9])C=1.[Cl:12][C:13]1[N:18]=[C:17]2[CH2:19][CH2:20][CH2:21][C:16]2=[CH:15][CH:14]=1. Product: [Cl:12][C:13]1[N+:18]([O-:9])=[C:17]2[CH2:19][CH2:20][CH2:21][C:16]2=[CH:15][CH:14]=1. The catalyst class is: 2.